Regression. Given two drug SMILES strings and cell line genomic features, predict the synergy score measuring deviation from expected non-interaction effect. From a dataset of NCI-60 drug combinations with 297,098 pairs across 59 cell lines. (1) Drug 1: C1=C(C(=O)NC(=O)N1)F. Drug 2: C1=CN(C=N1)CC(O)(P(=O)(O)O)P(=O)(O)O. Cell line: SN12C. Synergy scores: CSS=26.8, Synergy_ZIP=3.30, Synergy_Bliss=4.29, Synergy_Loewe=1.87, Synergy_HSA=4.32. (2) Drug 1: CC1=C(C=C(C=C1)NC2=NC=CC(=N2)N(C)C3=CC4=NN(C(=C4C=C3)C)C)S(=O)(=O)N.Cl. Drug 2: CC1C(C(CC(O1)OC2CC(CC3=C2C(=C4C(=C3O)C(=O)C5=C(C4=O)C(=CC=C5)OC)O)(C(=O)C)O)N)O.Cl. Cell line: SK-MEL-5. Synergy scores: CSS=24.8, Synergy_ZIP=0.0482, Synergy_Bliss=12.3, Synergy_Loewe=-3.93, Synergy_HSA=8.01. (3) Drug 1: C1C(C(OC1N2C=C(C(=O)NC2=O)F)CO)O. Drug 2: CC1=C(C(=CC=C1)Cl)NC(=O)C2=CN=C(S2)NC3=CC(=NC(=N3)C)N4CCN(CC4)CCO. Cell line: HCT116. Synergy scores: CSS=15.9, Synergy_ZIP=-4.95, Synergy_Bliss=4.72, Synergy_Loewe=-12.2, Synergy_HSA=1.63. (4) Drug 1: C1CCC(CC1)NC(=O)N(CCCl)N=O. Drug 2: CS(=O)(=O)CCNCC1=CC=C(O1)C2=CC3=C(C=C2)N=CN=C3NC4=CC(=C(C=C4)OCC5=CC(=CC=C5)F)Cl. Cell line: CCRF-CEM. Synergy scores: CSS=27.7, Synergy_ZIP=5.95, Synergy_Bliss=6.55, Synergy_Loewe=1.99, Synergy_HSA=4.00. (5) Drug 1: CC1=C2C(C(=O)C3(C(CC4C(C3C(C(C2(C)C)(CC1OC(=O)C(C(C5=CC=CC=C5)NC(=O)C6=CC=CC=C6)O)O)OC(=O)C7=CC=CC=C7)(CO4)OC(=O)C)O)C)OC(=O)C. Drug 2: C1CC(=O)NC(=O)C1N2C(=O)C3=CC=CC=C3C2=O. Cell line: HOP-92. Synergy scores: CSS=27.8, Synergy_ZIP=-6.39, Synergy_Bliss=1.86, Synergy_Loewe=-18.0, Synergy_HSA=0.700. (6) Cell line: SW-620. Drug 1: COC1=CC(=CC(=C1O)OC)C2C3C(COC3=O)C(C4=CC5=C(C=C24)OCO5)OC6C(C(C7C(O6)COC(O7)C8=CC=CS8)O)O. Synergy scores: CSS=33.2, Synergy_ZIP=-5.14, Synergy_Bliss=-8.07, Synergy_Loewe=-24.8, Synergy_HSA=-6.61. Drug 2: C(CCl)NC(=O)N(CCCl)N=O. (7) Drug 1: CC1OCC2C(O1)C(C(C(O2)OC3C4COC(=O)C4C(C5=CC6=C(C=C35)OCO6)C7=CC(=C(C(=C7)OC)O)OC)O)O. Drug 2: CN(C(=O)NC(C=O)C(C(C(CO)O)O)O)N=O. Cell line: A549. Synergy scores: CSS=37.3, Synergy_ZIP=-2.34, Synergy_Bliss=-3.85, Synergy_Loewe=-41.2, Synergy_HSA=-2.48. (8) Drug 1: CC1=C(C(=CC=C1)Cl)NC(=O)C2=CN=C(S2)NC3=CC(=NC(=N3)C)N4CCN(CC4)CCO. Drug 2: C(CCl)NC(=O)N(CCCl)N=O. Cell line: SW-620. Synergy scores: CSS=7.20, Synergy_ZIP=-6.17, Synergy_Bliss=-2.44, Synergy_Loewe=-1.27, Synergy_HSA=-0.568. (9) Drug 1: C1=NC2=C(N=C(N=C2N1C3C(C(C(O3)CO)O)F)Cl)N. Drug 2: CN(CCCl)CCCl.Cl. Cell line: OVCAR-4. Synergy scores: CSS=3.22, Synergy_ZIP=-0.393, Synergy_Bliss=-0.668, Synergy_Loewe=-4.72, Synergy_HSA=-5.01.